From a dataset of NCI-60 drug combinations with 297,098 pairs across 59 cell lines. Regression. Given two drug SMILES strings and cell line genomic features, predict the synergy score measuring deviation from expected non-interaction effect. (1) Drug 1: C1=CN(C(=O)N=C1N)C2C(C(C(O2)CO)O)O.Cl. Drug 2: CCCCC(=O)OCC(=O)C1(CC(C2=C(C1)C(=C3C(=C2O)C(=O)C4=C(C3=O)C=CC=C4OC)O)OC5CC(C(C(O5)C)O)NC(=O)C(F)(F)F)O. Cell line: 786-0. Synergy scores: CSS=37.8, Synergy_ZIP=-7.44, Synergy_Bliss=-7.51, Synergy_Loewe=-11.2, Synergy_HSA=-6.24. (2) Drug 1: COC1=C2C(=CC3=C1OC=C3)C=CC(=O)O2. Drug 2: CC(C)CN1C=NC2=C1C3=CC=CC=C3N=C2N. Cell line: MALME-3M. Synergy scores: CSS=-6.79, Synergy_ZIP=4.16, Synergy_Bliss=2.20, Synergy_Loewe=-5.96, Synergy_HSA=-3.70. (3) Drug 2: C1CNP(=O)(OC1)N(CCCl)CCCl. Synergy scores: CSS=17.7, Synergy_ZIP=-4.08, Synergy_Bliss=-2.06, Synergy_Loewe=-15.5, Synergy_HSA=-3.64. Drug 1: C1CN(CCN1C(=O)CCBr)C(=O)CCBr. Cell line: SN12C. (4) Drug 1: CC12CCC(CC1=CCC3C2CCC4(C3CC=C4C5=CN=CC=C5)C)O. Drug 2: C1=CC(=CC=C1C#N)C(C2=CC=C(C=C2)C#N)N3C=NC=N3. Cell line: SR. Synergy scores: CSS=34.4, Synergy_ZIP=-9.22, Synergy_Bliss=-1.40, Synergy_Loewe=-0.172, Synergy_HSA=-0.758. (5) Synergy scores: CSS=89.0, Synergy_ZIP=2.88, Synergy_Bliss=4.15, Synergy_Loewe=-2.99, Synergy_HSA=-1.59. Cell line: MOLT-4. Drug 1: CC12CCC3C(C1CCC2=O)CC(=C)C4=CC(=O)C=CC34C. Drug 2: C1CN(CCN1C(=O)CCBr)C(=O)CCBr. (6) Drug 1: C1=CC(=C2C(=C1NCCNCCO)C(=O)C3=C(C=CC(=C3C2=O)O)O)NCCNCCO. Drug 2: CC1=C(N=C(N=C1N)C(CC(=O)N)NCC(C(=O)N)N)C(=O)NC(C(C2=CN=CN2)OC3C(C(C(C(O3)CO)O)O)OC4C(C(C(C(O4)CO)O)OC(=O)N)O)C(=O)NC(C)C(C(C)C(=O)NC(C(C)O)C(=O)NCCC5=NC(=CS5)C6=NC(=CS6)C(=O)NCCC[S+](C)C)O. Cell line: KM12. Synergy scores: CSS=23.7, Synergy_ZIP=-15.3, Synergy_Bliss=-13.5, Synergy_Loewe=0.0485, Synergy_HSA=0.687.